This data is from Forward reaction prediction with 1.9M reactions from USPTO patents (1976-2016). The task is: Predict the product of the given reaction. (1) Given the reactants [CH2:1]([N:3]([CH2:19][CH3:20])[CH2:4][CH2:5][N:6]1[CH2:11][CH2:10][C:9]2[NH:12][C:13]([CH:16]=O)=[C:14]([CH3:15])[C:8]=2[C:7]1=[O:18])[CH3:2].[O:21]([C:23]1[CH:24]=[C:25]2[C:29](=[CH:30][CH:31]=1)[NH:28][C:27](=[O:32])[CH2:26]2)[CH3:22], predict the reaction product. The product is: [CH2:1]([N:3]([CH2:19][CH3:20])[CH2:4][CH2:5][N:6]1[CH2:11][CH2:10][C:9]2[NH:12][C:13]([CH:16]=[C:26]3[C:25]4[C:29](=[CH:30][CH:31]=[C:23]([O:21][CH3:22])[CH:24]=4)[NH:28][C:27]3=[O:32])=[C:14]([CH3:15])[C:8]=2[C:7]1=[O:18])[CH3:2]. (2) Given the reactants [F:1][C:2]1[CH:7]=[CH:6][C:5]([C:8]2[C:14]3[CH:15]=[CH:16][CH:17]=[CH:18][C:13]=3[NH:12][C:11](=O)[CH:10]([C:20]3[CH:25]=[CH:24][CH:23]=[CH:22][CH:21]=3)[N:9]=2)=[CH:4][CH:3]=1.[CH2:26]([NH2:28])[CH3:27], predict the reaction product. The product is: [CH2:26]([NH:28][C:11]1[CH:10]([C:20]2[CH:25]=[CH:24][CH:23]=[CH:22][CH:21]=2)[N:9]=[C:8]([C:5]2[CH:6]=[CH:7][C:2]([F:1])=[CH:3][CH:4]=2)[C:14]2[CH:15]=[CH:16][CH:17]=[CH:18][C:13]=2[N:12]=1)[CH3:27]. (3) Given the reactants [F:1][C:2]1[CH:10]=[CH:9][C:5]([C:6](Cl)=[O:7])=[CH:4][C:3]=1[N+:11]([O-:13])=[O:12].[S:14]1[CH:18]=[N:17][N:16]=[C:15]1[NH2:19], predict the reaction product. The product is: [F:1][C:2]1[CH:10]=[CH:9][C:5]([C:6]([NH:19][C:15]2[S:14][CH:18]=[N:17][N:16]=2)=[O:7])=[CH:4][C:3]=1[N+:11]([O-:13])=[O:12]. (4) The product is: [Br:1][C:2]1[C:7]([CH3:8])=[N:6][C:5]([C:9]2[NH:12][CH:13]=[N:11][N:10]=2)=[CH:4][CH:3]=1. Given the reactants [Br:1][C:2]1[CH:3]=[CH:4][C:5]([C:9](=[NH:12])[NH:10][NH2:11])=[N:6][C:7]=1[CH3:8].[CH:13](O)=O, predict the reaction product. (5) Given the reactants C1C=C2C([C@H](O)[C@@H](O)C=C2)=CC=1.C1(B(O)O)C=CC=CC=1.O[C@H:23]1[C@@H:28](O)[CH:27]=[CH:26][CH:25]=[C:24]1[C:30]1[CH:35]=[CH:34][CH:33]=[CH:32][CH:31]=1, predict the reaction product. The product is: [C:24]1([C:30]2[CH:31]=[CH:32][CH:33]=[CH:34][CH:35]=2)[CH:25]=[CH:26][CH:27]=[CH:28][CH:23]=1.